This data is from Full USPTO retrosynthesis dataset with 1.9M reactions from patents (1976-2016). The task is: Predict the reactants needed to synthesize the given product. (1) Given the product [F:14][C:15]1[CH:23]=[CH:22][CH:21]=[CH:20][C:16]=1[CH2:17][O:18]/[N:19]=[C:10](/[C:4]1[CH:5]=[CH:6][C:7]([O:8][CH3:9])=[C:2]([OH:1])[CH:3]=1)\[CH3:11], predict the reactants needed to synthesize it. The reactants are: [OH:1][C:2]1[CH:3]=[C:4]([C:10](=O)[CH3:11])[CH:5]=[CH:6][C:7]=1[O:8][CH3:9].Cl.[F:14][C:15]1[CH:23]=[CH:22][CH:21]=[CH:20][C:16]=1[CH2:17][O:18][NH2:19]. (2) Given the product [N:1]1([C:7]2[N:8]=[C:9]([CH2:14][C:15]([NH:22][C:21]3[CH:23]=[C:24]([F:28])[C:25]([F:27])=[CH:26][C:20]=3[F:19])=[O:17])[NH:10][C:11](=[O:13])[CH:12]=2)[CH2:2][CH2:3][O:4][CH2:5][CH2:6]1, predict the reactants needed to synthesize it. The reactants are: [N:1]1([C:7]2[N:8]=[C:9]([CH2:14][C:15]([O-:17])=O)[NH:10][C:11](=[O:13])[CH:12]=2)[CH2:6][CH2:5][O:4][CH2:3][CH2:2]1.[Na+].[F:19][C:20]1[CH:26]=[C:25]([F:27])[C:24]([F:28])=[CH:23][C:21]=1[NH2:22]. (3) Given the product [CH2:1]([O:8][CH2:9][CH2:10][CH2:11][C@H:12]([C:21]1[O:25][N:24]=[C:23]([CH2:26][OH:27])[CH:22]=1)[CH2:13][C:14]([O:16][C:17]([CH3:18])([CH3:20])[CH3:19])=[O:15])[C:2]1[CH:7]=[CH:6][CH:5]=[CH:4][CH:3]=1, predict the reactants needed to synthesize it. The reactants are: [CH2:1]([O:8][CH2:9][CH2:10][CH2:11][C@H:12]([C:21]1[O:25][N:24]=[C:23]([CH2:26][O:27][Si](C(C)(C)C)(C)C)[CH:22]=1)[CH2:13][C:14]([O:16][C:17]([CH3:20])([CH3:19])[CH3:18])=[O:15])[C:2]1[CH:7]=[CH:6][CH:5]=[CH:4][CH:3]=1.C1COCC1.[F-].C([N+](CCCC)(CCCC)CCCC)CCC.[Cl-].[NH4+].